From a dataset of Full USPTO retrosynthesis dataset with 1.9M reactions from patents (1976-2016). Predict the reactants needed to synthesize the given product. (1) Given the product [C:1]([O:5][C:6]([N:8]1[CH2:13][C@H:12]([OH:11])[C@H:10]2[N:16]([C:17](=[O:36])[C@@H:18]([NH:23][C:24](=[O:35])[C:25]3[CH:26]=[CH:27][C:28]([C:31]([CH3:33])([CH3:34])[CH3:32])=[CH:29][CH:30]=3)[CH2:19][CH:20]([CH3:21])[CH3:22])[CH2:15][CH2:14][C@@H:9]12)=[O:7])([CH3:2])([CH3:4])[CH3:3], predict the reactants needed to synthesize it. The reactants are: [C:1]([O:5][C:6]([N:8]1[CH2:13][CH:12]2[CH:10]([O:11]2)[C@H:9]1[CH2:14][CH2:15][NH:16][C:17](=[O:36])[C@@H:18]([NH:23][C:24](=[O:35])[C:25]1[CH:30]=[CH:29][C:28]([C:31]([CH3:34])([CH3:33])[CH3:32])=[CH:27][CH:26]=1)[CH2:19][CH:20]([CH3:22])[CH3:21])=[O:7])([CH3:4])([CH3:3])[CH3:2].[H-].[Na+].O. (2) Given the product [C:26]([C:6]1[C:7]([CH3:8])([CH3:11])[C:12]2[C:4]([C:5]=1[CH3:10])=[CH:3][C:15]([CH3:16])=[CH:14][CH:13]=2)(=[O:28])[CH3:27], predict the reactants needed to synthesize it. The reactants are: CC1(C)[C:10]2[C:5](=[CH:6][C:7]([CH3:11])=[CH:8]C=2)[CH:4]([CH2:12][C:13]2C=C[C:16](C)=[CH:15][CH:14]=2)[CH:3]1C.[Cl-].[Cl-].[Cl-].[Al+3].[C:26](Cl)(=[O:28])[CH3:27]. (3) Given the product [Si:37]([CH2:38][CH2:39][CH2:40][S:41][CH2:42][CH2:43][SH:44])([O:47][CH3:48])([O:36][CH3:35])[O:45][CH3:46], predict the reactants needed to synthesize it. The reactants are: C(C1SCCS1)CCCC.[S].C1(C)C=CC(S(O)(=O)=O)=CC=1.[H][H].CCCCCCSCCS.[CH3:35][O:36][Si:37]([O:47][CH3:48])([O:45][CH3:46])[CH2:38][CH2:39][CH:40]1[S:44][CH2:43][CH2:42][S:41]1. (4) The reactants are: [C:1]([O:6][CH2:7][CH2:8]O)(=[O:5])[C:2]([CH3:4])=[CH2:3].C(N(CC)CC)C.[C:17](Cl)(=[O:26])[CH:18]=[CH:19][C:20]1[CH:25]=[CH:24][CH:23]=[CH:22][CH:21]=1. Given the product [C:1]([O:6][CH2:7][CH2:8][C:17](=[O:26])[CH:18]=[CH:19][C:20]1[CH:25]=[CH:24][CH:23]=[CH:22][CH:21]=1)(=[O:5])[C:2]([CH3:4])=[CH2:3], predict the reactants needed to synthesize it. (5) Given the product [Br:1][C:2]1[O:6][C:5]([C:7]([N:37]2[CH2:38][C@H:39]3[CH2:49][C@H:35]([CH2:41][N:40]3[C:42]([O:44][C:45]([CH3:48])([CH3:47])[CH3:46])=[O:43])[CH2:36]2)=[O:9])=[CH:4][CH:3]=1, predict the reactants needed to synthesize it. The reactants are: [Br:1][C:2]1[O:6][C:5]([C:7]([OH:9])=O)=[CH:4][CH:3]=1.C1CCC(N=C=NC2CCCCC2)CC1.C1C=CC2N(O)N=NC=2C=1.[C@@H:35]12[CH2:49][C@@H:39]([N:40]([C:42]([O:44][C:45]([CH3:48])([CH3:47])[CH3:46])=[O:43])[CH2:41]1)[CH2:38][NH:37][CH2:36]2.